From a dataset of PAMPA (Parallel Artificial Membrane Permeability Assay) permeability data from NCATS. Regression/Classification. Given a drug SMILES string, predict its absorption, distribution, metabolism, or excretion properties. Task type varies by dataset: regression for continuous measurements (e.g., permeability, clearance, half-life) or binary classification for categorical outcomes (e.g., BBB penetration, CYP inhibition). Dataset: pampa_ncats. The molecule is CC1=C(C(N=C(N1)NC2=NC3=CC=CC=C3O2)C4=CC=CC=C4Br)C(=O)NC5CCCCC5. The result is 1 (high permeability).